This data is from Forward reaction prediction with 1.9M reactions from USPTO patents (1976-2016). The task is: Predict the product of the given reaction. (1) Given the reactants Br[C:2]1[N:7]2[N:8]=[C:9]([NH2:11])[N:10]=[C:6]2[CH:5]=[CH:4][CH:3]=1.[C:12]([O:15][CH2:16][CH3:17])(=O)C, predict the reaction product. The product is: [CH3:12][O:15][C:16]1[CH:17]=[CH:5][C:4]([C:2]2[N:7]3[N:8]=[C:9]([NH2:11])[N:10]=[C:6]3[CH:5]=[CH:4][CH:3]=2)=[CH:3][CH:2]=1. (2) Given the reactants [CH3:1][C:2]1([C:8]2[CH:9]=[C:10]([NH:14][S:15]([CH3:18])(=[O:17])=[O:16])[CH:11]=[CH:12][CH:13]=2)[CH:7]2[CH:3]1[CH2:4][NH:5][CH2:6]2.C(=O)([O-])O.[Na+].Cl[CH2:25][C:26]1[CH:31]=[CH:30][C:29]([CH2:32][CH3:33])=[CH:28][CH:27]=1.[I-].[Na+], predict the reaction product. The product is: [NH3:5].[CH2:32]([C:29]1[CH:30]=[CH:31][C:26]([CH2:25][N:5]2[CH2:6][CH:7]3[CH:3]([C:2]3([C:8]3[CH:9]=[C:10]([NH:14][S:15]([CH3:18])(=[O:17])=[O:16])[CH:11]=[CH:12][CH:13]=3)[CH3:1])[CH2:4]2)=[CH:27][CH:28]=1)[CH3:33]. (3) The product is: [Cl:1][C:2]1[CH:7]=[CH:6][C:5]([S:8](=[O:13])(=[O:14])[NH:9][CH:10]2[CH2:11][CH2:12]2)=[CH:4][C:3]=1[C:15]1[NH:19][C:18](=[O:20])[N:17]([C:21]2[CH:30]=[CH:29][C:24]([C:25]([NH:38][C:37]3[CH:39]=[CH:40][CH:41]=[C:35]([C:34]([F:33])([F:42])[F:43])[CH:36]=3)=[O:27])=[C:23]([O:31][CH3:32])[CH:22]=2)[N:16]=1. Given the reactants [Cl:1][C:2]1[CH:7]=[CH:6][C:5]([S:8](=[O:14])(=[O:13])[NH:9][CH:10]2[CH2:12][CH2:11]2)=[CH:4][C:3]=1[C:15]1[NH:19][C:18](=[O:20])[N:17]([C:21]2[CH:30]=[CH:29][C:24]([C:25]([O:27]C)=O)=[C:23]([O:31][CH3:32])[CH:22]=2)[N:16]=1.[F:33][C:34]([F:43])([F:42])[C:35]1[CH:36]=[C:37]([CH:39]=[CH:40][CH:41]=1)[NH2:38].C[Al](C)C, predict the reaction product. (4) Given the reactants [C:1]([C:5]1[CH:10]=[CH:9][C:8]([C:11]2[C:19]3[C:14](=[CH:15][CH:16]=[CH:17][CH:18]=3)[NH:13][C:12]=2[C:20]([O:22]CC)=[O:21])=[CH:7][CH:6]=1)([CH3:4])([CH3:3])[CH3:2].CC([O-])(C)C.[K+].Br[CH2:32][C:33]1[CH:38]=[C:37]([F:39])[CH:36]=[C:35]([F:40])[CH:34]=1.[OH-].[K+].Cl, predict the reaction product. The product is: [F:40][C:35]1[CH:34]=[C:33]([CH2:32][N:13]2[C:14]3[C:19](=[CH:18][CH:17]=[CH:16][CH:15]=3)[C:11]([C:8]3[CH:9]=[CH:10][C:5]([C:1]([CH3:4])([CH3:2])[CH3:3])=[CH:6][CH:7]=3)=[C:12]2[C:20]([OH:22])=[O:21])[CH:38]=[C:37]([F:39])[CH:36]=1. (5) The product is: [CH2:62]([O:64][C:65](=[O:70])[C@H:66]([OH:69])[CH2:67][NH:68][C:33](=[O:34])[C:32]1[CH:31]=[CH:30][C:29]([CH2:28][N:15]([C:16]2[CH:17]=[CH:18][C:19]([CH:22]3[CH2:23][CH2:24][CH2:25][CH2:26][CH2:27]3)=[CH:20][CH:21]=2)[C:14]([NH:13][C:5]2[CH:6]=[C:7]([C:9]([F:10])([F:11])[F:12])[CH:8]=[C:3]([C:2]([F:1])([F:39])[F:40])[CH:4]=2)=[O:38])=[CH:37][CH:36]=1)[CH3:63]. Given the reactants [F:1][C:2]([F:40])([F:39])[C:3]1[CH:4]=[C:5]([NH:13][C:14](=[O:38])[N:15]([CH2:28][C:29]2[CH:37]=[CH:36][C:32]([C:33](O)=[O:34])=[CH:31][CH:30]=2)[C:16]2[CH:21]=[CH:20][C:19]([CH:22]3[CH2:27][CH2:26][CH2:25][CH2:24][CH2:23]3)=[CH:18][CH:17]=2)[CH:6]=[C:7]([C:9]([F:12])([F:11])[F:10])[CH:8]=1.ON1C2N=CC=CC=2N=N1.CCN=C=NCCCN(C)C.[CH2:62]([O:64][C:65](=[O:70])[C@H:66]([OH:69])[CH2:67][NH2:68])[CH3:63].C(N(C(C)C)CC)(C)C, predict the reaction product. (6) Given the reactants [F:1][C:2]1[CH:7]=[C:6]([CH3:8])[CH:5]=[CH:4][C:3]=1[C:9]1[S:10][C:11]([C:15](OCC)=[O:16])=[C:12]([CH3:14])[N:13]=1.[H-].[H-].[H-].[H-].[Li+].[Al+3], predict the reaction product. The product is: [F:1][C:2]1[CH:7]=[C:6]([CH3:8])[CH:5]=[CH:4][C:3]=1[C:9]1[S:10][C:11]([CH2:15][OH:16])=[C:12]([CH3:14])[N:13]=1. (7) The product is: [Cl:1][C:2]1[N:6]2[CH:7]=[C:8]([CH2:15][CH:16]([CH3:17])[CH3:18])[CH:9]=[C:10]([C:11]([F:13])([F:12])[F:14])[C:5]2=[N:4][C:3]=1[C:19]([N:40]1[CH2:41][CH2:42][CH:43]([N:46]2[CH2:50][CH2:49][O:48][C:47]2=[O:51])[CH2:44][CH2:45]1)=[O:20]. Given the reactants [Cl:1][C:2]1[N:6]2[CH:7]=[C:8]([CH2:15][CH:16]([CH3:18])[CH3:17])[CH:9]=[C:10]([C:11]([F:14])([F:13])[F:12])[C:5]2=[N:4][C:3]=1[C:19](OC)=[O:20].[OH-].[Na+].Cl.S(Cl)(Cl)=O.C(N(C(C)C)C(C)C)C.Cl.[NH:40]1[CH2:45][CH2:44][CH:43]([N:46]2[CH2:50][CH2:49][O:48][C:47]2=[O:51])[CH2:42][CH2:41]1, predict the reaction product. (8) Given the reactants [NH:1]1[CH:5]=[CH:4][N:3]=[C:2]1[CH2:6][NH:7][CH2:8][C:9]1[CH:17]=[C:16]2[C:12]([CH:13]=[C:14]([CH2:18][CH2:19][CH2:20][CH2:21][N:22]([CH2:26][CH2:27][CH3:28])[CH2:23][CH2:24][CH3:25])[CH2:15]2)=[CH:11][CH:10]=1.C([BH3-])#N.[Na+].[CH3:33][N:34]1[CH:38]=[CH:37][N:36]=[C:35]1[CH:39]=O.C(O)(=O)C, predict the reaction product. The product is: [NH:1]1[CH:5]=[CH:4][N:3]=[C:2]1[CH2:6][N:7]([CH2:8][C:9]1[CH:17]=[C:16]2[C:12]([CH:13]=[C:14]([CH2:18][CH2:19][CH2:20][CH2:21][N:22]([CH2:26][CH2:27][CH3:28])[CH2:23][CH2:24][CH3:25])[CH2:15]2)=[CH:11][CH:10]=1)[CH2:39][C:35]1[N:34]([CH3:33])[CH:38]=[CH:37][N:36]=1. (9) Given the reactants [OH2:1].[NH2:2][NH2:3].CO[C:6](=[O:15])[C:7](=O)[CH2:8][C:9](=O)[CH2:10][CH2:11][CH3:12].[C:16](O)(=O)[CH3:17], predict the reaction product. The product is: [CH2:16]([O:1][C:6]([C:7]1[NH:2][N:3]=[C:9]([CH2:10][CH2:11][CH3:12])[CH:8]=1)=[O:15])[CH3:17].